From a dataset of Peptide-MHC class II binding affinity with 134,281 pairs from IEDB. Regression. Given a peptide amino acid sequence and an MHC pseudo amino acid sequence, predict their binding affinity value. This is MHC class II binding data. (1) The peptide sequence is QRIYGVRYTETWSFL. The MHC is DRB1_0101 with pseudo-sequence DRB1_0101. The binding affinity (normalized) is 0.270. (2) The peptide sequence is VTKTSGSAASMVNGV. The MHC is HLA-DQA10201-DQB10303 with pseudo-sequence HLA-DQA10201-DQB10303. The binding affinity (normalized) is 0.565. (3) The peptide sequence is GELQIVDKIDAAMKI. The MHC is DRB1_0404 with pseudo-sequence DRB1_0404. The binding affinity (normalized) is 0.388. (4) The peptide sequence is KLGEVSWEEEA. The MHC is HLA-DQA10501-DQB10302 with pseudo-sequence HLA-DQA10501-DQB10302. The binding affinity (normalized) is 0.258. (5) The peptide sequence is DASFKESFAIHLDYT. The MHC is DRB1_1101 with pseudo-sequence DRB1_1101. The binding affinity (normalized) is 0.454.